The task is: Regression/Classification. Given a drug SMILES string, predict its absorption, distribution, metabolism, or excretion properties. Task type varies by dataset: regression for continuous measurements (e.g., permeability, clearance, half-life) or binary classification for categorical outcomes (e.g., BBB penetration, CYP inhibition). Dataset: cyp2c19_veith.. This data is from CYP2C19 inhibition data for predicting drug metabolism from PubChem BioAssay. (1) The molecule is CN(C)c1ccc(-c2nccc(Nc3ccc(F)cc3)n2)cc1. The result is 1 (inhibitor). (2) The drug is O=c1cnc2cnc(Oc3ccccc3)nc2n1CCc1ccccc1. The result is 1 (inhibitor). (3) The compound is N=C(N)c1ccc(OCCCCCOc2ccc(C(=N)N)cc2)cc1.O=S(=O)(O)CCO.O=S(=O)(O)CCO. The result is 0 (non-inhibitor). (4) The compound is CCN(CC)c1ccc(/C=N/N2CCN(Cc3ccc(C)cc3)CC2)c(O)c1. The result is 1 (inhibitor). (5) The molecule is Cc1cc(N2CCOCC2)ccc1/C=C1\SC(=O)N(C(C)C)C1=O. The result is 1 (inhibitor). (6) The molecule is COc1ccc2[nH]cc(CCN(C)C)c2c1. The result is 0 (non-inhibitor). (7) The drug is CC(=O)O.O=C(N/N=C/c1cc([N+](=O)[O-])ccc1N1CCNCC1)c1ccc([N+](=O)[O-])cc1. The result is 0 (non-inhibitor). (8) The molecule is COc1ccc(NC(=O)COC(=O)c2c3c(nc4ccccc24)CCCC3)cc1. The result is 1 (inhibitor). (9) The drug is NCCSC[C@H](N)C(=O)O. The result is 0 (non-inhibitor).